Predict the product of the given reaction. From a dataset of Forward reaction prediction with 1.9M reactions from USPTO patents (1976-2016). (1) Given the reactants [Br:1][C:2]1[CH:3]=[C:4]([N+:13]([O-])=O)[C:5]([CH3:12])=[C:6]([CH:11]=1)[C:7]([O:9][CH3:10])=[O:8].[NH4+].[Cl-], predict the reaction product. The product is: [NH2:13][C:4]1[C:5]([CH3:12])=[C:6]([CH:11]=[C:2]([Br:1])[CH:3]=1)[C:7]([O:9][CH3:10])=[O:8]. (2) Given the reactants [Cl:1][C:2]1[CH:10]=[CH:9][C:8]([S:11]([CH3:14])(=[O:13])=[O:12])=[CH:7][C:3]=1[C:4]([OH:6])=[O:5].Cl[C:16]1C=CC(S(O)=O)=CC=1C(O)=O.C(I)C, predict the reaction product. The product is: [Cl:1][C:2]1[CH:10]=[CH:9][C:8]([S:11]([CH2:14][CH3:16])(=[O:13])=[O:12])=[CH:7][C:3]=1[C:4]([OH:6])=[O:5]. (3) The product is: [CH3:41][N:37]1[C:30]2=[N:31][CH:32]=[C:33]([C:34]([NH2:36])=[O:35])[C:28]([NH:27][CH2:26][CH2:25][NH:24][C:5](=[O:6])/[CH:4]=[CH:3]/[C:2]([F:9])([F:8])[F:1])=[C:29]2[C:39]([CH3:40])=[N:38]1. Given the reactants [F:1][C:2]([F:9])([F:8])/[CH:3]=[CH:4]/[C:5](O)=[O:6].C(Cl)(=O)C(Cl)=O.FC(F)(F)S(O)(=O)=O.[NH2:24][CH2:25][CH2:26][NH:27][C:28]1[C:33]([C:34]([NH2:36])=[O:35])=[CH:32][N:31]=[C:30]2[N:37]([CH3:41])[N:38]=[C:39]([CH3:40])[C:29]=12.C(N(C(C)C)CC)(C)C, predict the reaction product. (4) Given the reactants [F:1][C:2]([F:7])([F:6])[C:3]([OH:5])=[O:4].[CH3:8][O:9][C:10]([C@@H:12]1[CH2:16][CH2:15][C@@H:14]([NH2:17])[CH2:13]1)=[O:11].[C:18](OC(N[C@H]1CCC[C@@H](C(O)=O)C1)=O)(C)(C)C, predict the reaction product. The product is: [F:1][C:2]([F:7])([F:6])[C:3]([OH:5])=[O:4].[CH3:8][O:9][C:10]([C@@H:12]1[CH2:16][CH2:15][CH2:18][C@H:14]([NH2:17])[CH2:13]1)=[O:11]. (5) Given the reactants CS(O[CH2:6][C@@H:7]([NH:12][C:13]([O:15][C:16]([CH3:19])([CH3:18])[CH3:17])=[O:14])[CH2:8][CH2:9][S:10][CH3:11])(=O)=O.[S:20]([O-:23])([O-:22])=[O:21].[Na+:24].[Na+], predict the reaction product. The product is: [C:16]([O:15][C:13]([NH:12][C@@H:7]([CH2:8][CH2:9][S:10][CH3:11])[CH2:6][S:20]([O-:23])(=[O:22])=[O:21])=[O:14])([CH3:17])([CH3:18])[CH3:19].[Na+:24]. (6) Given the reactants [C:1]([O:5][C:6]([N:8]([CH2:22][CH2:23][O:24][CH3:25])[C:9]1[CH:21]=[CH:20][C:12]([C:13]([O:15]CCOC)=[O:14])=[CH:11][CH:10]=1)=[O:7])([CH3:4])([CH3:3])[CH3:2].[OH-].[Na+].Cl, predict the reaction product. The product is: [C:1]([O:5][C:6]([N:8]([CH2:22][CH2:23][O:24][CH3:25])[C:9]1[CH:10]=[CH:11][C:12]([C:13]([OH:15])=[O:14])=[CH:20][CH:21]=1)=[O:7])([CH3:4])([CH3:3])[CH3:2]. (7) Given the reactants [N:1]1[CH:6]=[CH:5][CH:4]=[C:3]([CH:7]=[N:8][N:9]2[CH2:18][C:17]3[C:12](=[CH:13][CH:14]=[C:15]([C:19]([F:28])([C:24]([F:27])([F:26])[F:25])[C:20]([F:23])([F:22])[F:21])[CH:16]=3)[NH:11][C:10]2=[O:29])[CH:2]=1.[H-].[Na+].[C:32](Cl)(=[O:34])[CH3:33], predict the reaction product. The product is: [C:32]([N:11]1[C:12]2[C:17](=[CH:16][C:15]([C:19]([F:28])([C:24]([F:25])([F:26])[F:27])[C:20]([F:22])([F:21])[F:23])=[CH:14][CH:13]=2)[CH2:18][N:9]([N:8]=[CH:7][C:3]2[CH:2]=[N:1][CH:6]=[CH:5][CH:4]=2)[C:10]1=[O:29])(=[O:34])[CH3:33]. (8) Given the reactants [F:1][C:2]1[CH:10]=[CH:9][CH:8]=[C:7]2[C:3]=1[C:4]([CH2:11][NH:12][CH3:13])=[CH:5][NH:6]2.CNCC1C2C=CC=CC=2N2CCCC=12.[NH2:29][C:30]1[N:35]=[CH:34][C:33](/[CH:36]=[CH:37]/[C:38]([OH:40])=O)=[CH:32][CH:31]=1.Cl.O=C1NC2N=CC(/C=C/C(O)=O)=CC=2CC1, predict the reaction product. The product is: [NH2:29][C:30]1[N:35]=[CH:34][C:33](/[CH:36]=[CH:37]/[C:38]([N:12]([CH2:11][C:4]2[C:3]3[C:7](=[CH:8][CH:9]=[CH:10][C:2]=3[F:1])[NH:6][CH:5]=2)[CH3:13])=[O:40])=[CH:32][CH:31]=1. (9) Given the reactants [CH3:1][NH:2][CH3:3].[Br:4][C:5]1[CH:6]=[CH:7][C:8]([I:15])=[C:9]([CH2:11][C:12](Cl)=[O:13])[CH:10]=1.CCOC(C)=O, predict the reaction product. The product is: [CH3:1][N:2]([CH3:3])[C:12](=[O:13])[CH2:11][C:9]1[CH:10]=[C:5]([Br:4])[CH:6]=[CH:7][C:8]=1[I:15]. (10) Given the reactants [C:1]1(=[O:11])[NH:5][C:4](=[O:6])[CH:3]2[CH2:7]CC=C[CH:2]12.C[N+]1([O-])CC[O:16]CC1.[CH3:20][C:21]([CH3:23])=[O:22], predict the reaction product. The product is: [OH:22][CH:21]1[CH:23]([OH:16])[CH2:7][CH:3]2[CH:2]([C:1](=[O:11])[NH:5][C:4]2=[O:6])[CH2:20]1.